From a dataset of Catalyst prediction with 721,799 reactions and 888 catalyst types from USPTO. Predict which catalyst facilitates the given reaction. (1) Reactant: [CH2:1]([N:9]([CH3:15])[C:10]([NH2:14])=[N:11][C:12]#[N:13])[CH2:2][CH2:3][CH2:4][CH2:5][CH2:6][CH2:7][CH3:8].[Cl:16][C:17]1[CH:18]=[C:19]([CH:22]=[CH:23][C:24]=1[Cl:25])[CH2:20][NH2:21].C1(C)C(C)=CC=CC=1.Cl. Product: [ClH:16].[CH2:1]([N:9]([CH3:15])[C:10](=[NH:14])[NH:11][C:12](=[NH:13])[NH:21][CH2:20][C:19]1[CH:22]=[CH:23][C:24]([Cl:25])=[C:17]([Cl:16])[CH:18]=1)[CH2:2][CH2:3][CH2:4][CH2:5][CH2:6][CH2:7][CH3:8]. The catalyst class is: 11. (2) The catalyst class is: 4. Product: [Cl:18][C:19]1[C:20]([C:32]([NH:1][C@@H:2]2[CH2:7][CH2:6][CH2:5][C@H:4]([OH:8])[CH2:3]2)=[O:33])=[N:21][O:22][C:23]=1[C:24]1[CH:29]=[CH:28][C:27]([F:30])=[C:26]([F:31])[CH:25]=1. Reactant: [NH2:1][C@@H:2]1[CH2:7][CH2:6][CH2:5][C@H:4]([OH:8])[CH2:3]1.C(N(CC)C(C)C)(C)C.[Cl:18][C:19]1[C:20]([C:32](Cl)=[O:33])=[N:21][O:22][C:23]=1[C:24]1[CH:29]=[CH:28][C:27]([F:30])=[C:26]([F:31])[CH:25]=1. (3) Reactant: [O:1]1[C:6]2[CH:7]=[CH:8][CH:9]=[CH:10][C:5]=2[NH:4][C:3](=[O:11])[CH2:2]1.[H-].[Na+].Br[CH2:15][C:16]([O:18][CH3:19])=[O:17].C(O)(=O)CC(CC(O)=O)(C(O)=O)O. Product: [CH3:19][O:18][C:16](=[O:17])[CH2:15][N:4]1[C:5]2[CH:10]=[CH:9][CH:8]=[CH:7][C:6]=2[O:1][CH2:2][C:3]1=[O:11]. The catalyst class is: 35. (4) Reactant: Cl.[F:2][C:3]([F:25])([F:24])[C:4]1[CH:23]=[CH:22][CH:21]=[CH:20][C:5]=1[CH:6]([O:15][CH:16]1[CH2:19][NH:18][CH2:17]1)[C:7]1[CH:12]=[CH:11][C:10]([S:13][CH3:14])=[CH:9][CH:8]=1.C(=O)([O-])[O-].[C:30]12([N:40]=[C:41]=[O:42])[CH2:39][CH:34]3[CH2:35][CH:36]([CH2:38][CH:32]([CH2:33]3)[CH2:31]1)[CH2:37]2. Product: [F:25][C:3]([F:2])([F:24])[C:4]1[CH:23]=[CH:22][CH:21]=[CH:20][C:5]=1[CH:6]([O:15][CH:16]1[CH2:19][N:18]([C:41]([NH:40][C:30]23[CH2:39][CH:34]4[CH2:33][CH:32]([CH2:38][CH:36]([CH2:35]4)[CH2:37]2)[CH2:31]3)=[O:42])[CH2:17]1)[C:7]1[CH:12]=[CH:11][C:10]([S:13][CH3:14])=[CH:9][CH:8]=1. The catalyst class is: 2. (5) Reactant: [H-].[Na+].[CH:3]1[C:8]2[C:9]3[NH:10][C:11]4[C:16]([C:17]=3[CH2:18][CH2:19][O:20][C:7]=2[CH:6]=[CH:5][CH:4]=1)=[CH:15][CH:14]=[CH:13][CH:12]=4.[Cl:21][CH2:22][CH2:23][O:24][C:25]1[CH:32]=[CH:31][C:28]([CH2:29]Br)=[CH:27][CH:26]=1.O. Product: [Cl:21][CH2:22][CH2:23][O:24][C:25]1[CH:32]=[CH:31][C:28]([CH2:29][N:10]2[C:11]3[C:16](=[CH:15][CH:14]=[CH:13][CH:12]=3)[C:17]3[CH2:18][CH2:19][O:20][C:7]4[CH:6]=[CH:5][CH:4]=[CH:3][C:8]=4[C:9]2=3)=[CH:27][CH:26]=1. The catalyst class is: 3. (6) Reactant: FC(F)(F)C([N:5]1[CH2:11][CH:10]([CH3:12])[C:9]2[CH:13]=[C:14]([Br:21])[C:15]([O:17][CH2:18][CH:19]=[CH2:20])=[CH:16][C:8]=2[CH2:7][CH:6]1[CH3:22])=O.[OH-].[Na+]. Product: [CH2:18]([O:17][C:15]1[C:14]([Br:21])=[CH:13][C:9]2[CH:10]([CH3:12])[CH2:11][NH:5][CH:6]([CH3:22])[CH2:7][C:8]=2[CH:16]=1)[CH:19]=[CH2:20]. The catalyst class is: 24. (7) Reactant: C[Li].Br[C:4]1[CH:5]=[CH:6][C:7]2[C:20]3[N:19]=[C:18]([C:21]4[C:26]([F:27])=[CH:25][CH:24]=[CH:23][C:22]=4[Cl:28])[NH:17][C:16]=3[C:15]3[C:10](=[CH:11][C:12]([Br:29])=[CH:13][CH:14]=3)[C:8]=2[CH:9]=1.[CH2:30]([Li])CCC.[F:35][C:36]([F:43])([F:42])[C:37](OCC)=[O:38]. Product: [Br:29][C:12]1[CH:13]=[CH:14][C:15]2[C:16]3[N:17]=[C:18]([C:21]4[C:26]([F:27])=[CH:25][CH:24]=[CH:23][C:22]=4[Cl:28])[NH:19][C:20]=3[C:7]3[C:8](=[CH:9][C:4]([C:37]([OH:38])([CH3:30])[C:36]([F:43])([F:42])[F:35])=[CH:5][CH:6]=3)[C:10]=2[CH:11]=1. The catalyst class is: 1.